This data is from Full USPTO retrosynthesis dataset with 1.9M reactions from patents (1976-2016). The task is: Predict the reactants needed to synthesize the given product. (1) Given the product [CH3:21][O:22][C:23]1[CH:24]=[C:25]([CH:37]([CH2:36][CH3:35])[CH:38]([CH3:39])[CH:40]=[O:41])[CH:26]=[CH:27][CH:28]=1, predict the reactants needed to synthesize it. The reactants are: C1(C2[C@H]3CC[C@@H](C=2)C(C2C=CC=CC=2)=C3)C=CC=CC=1.[CH3:21][O:22][C:23]1[CH:24]=[C:25](B2OBOBO2)[CH:26]=[CH:27][CH:28]=1.[CH3:35][CH2:36]/[CH:37]=[C:38](/[CH:40]=[O:41])\[CH3:39].[OH-].[K+]. (2) Given the product [Br:21][CH:18]([C:8]1[O:9][C:10](=[O:17])[C:11]2[C:16]([C:7]=1[C:1]1[CH:2]=[CH:3][CH:4]=[CH:5][CH:6]=1)=[CH:15][CH:14]=[CH:13][CH:12]=2)[CH2:19][CH3:20], predict the reactants needed to synthesize it. The reactants are: [C:1]1([C:7]2[C:16]3[C:11](=[CH:12][CH:13]=[CH:14][CH:15]=3)[C:10](=[O:17])[O:9][C:8]=2[CH2:18][CH2:19][CH3:20])[CH:6]=[CH:5][CH:4]=[CH:3][CH:2]=1.[Br:21]N1C(=O)CCC1=O.C(OOC(=O)C1C=CC=CC=1)(=O)C1C=CC=CC=1. (3) Given the product [C:1]([C:5]1[CH:10]=[CH:9][CH:8]=[CH:7][C:6]=1[N:11]1[CH2:12][CH2:13][N:14]([C:17]([NH:19][CH2:20][C:21]([OH:23])=[O:22])=[O:18])[CH2:15][CH2:16]1)([CH3:4])([CH3:2])[CH3:3], predict the reactants needed to synthesize it. The reactants are: [C:1]([C:5]1[CH:10]=[CH:9][CH:8]=[CH:7][C:6]=1[N:11]1[CH2:16][CH2:15][N:14]([C:17]([NH:19][CH2:20][C:21]([O:23]CC)=[O:22])=[O:18])[CH2:13][CH2:12]1)([CH3:4])([CH3:3])[CH3:2].O.[OH-].[Li+].O.Cl. (4) Given the product [Cl:21][C:15]1[C:14]([CH3:22])=[C:13]([N:8]2[CH2:7][C:6]3([CH2:23][CH2:24][CH2:25][CH:5]3[OH:4])[N:10]([CH3:11])[C:9]2=[O:12])[CH:18]=[CH:17][C:16]=1[C:19]#[N:20], predict the reactants needed to synthesize it. The reactants are: C([O:4][CH:5]1[CH2:25][CH2:24][CH2:23][C:6]21[N:10]([CH3:11])[C:9](=[O:12])[N:8]([C:13]1[CH:18]=[CH:17][C:16]([C:19]#[N:20])=[C:15]([Cl:21])[C:14]=1[CH3:22])[CH2:7]2)(=O)C.C([O-])([O-])=O.[K+].[K+]. (5) Given the product [C@H:19]1([NH:28][C:29]2[CH:38]=[CH:37][C:36]3[C:31](=[CH:32][CH:33]=[C:34]([NH:39][C:1]([N:13]4[CH2:18][CH2:17][O:16][CH2:15][CH2:14]4)=[O:12])[CH:35]=3)[N:30]=2)[C:27]2[C:22](=[CH:23][CH:24]=[CH:25][CH:26]=2)[CH2:21][CH2:20]1, predict the reactants needed to synthesize it. The reactants are: [C:1](=[O:12])(OC(Cl)(Cl)Cl)OC(Cl)(Cl)Cl.[NH:13]1[CH2:18][CH2:17][O:16][CH2:15][CH2:14]1.[C@H:19]1([NH:28][C:29]2[CH:38]=[CH:37][C:36]3[C:31](=[CH:32][CH:33]=[C:34]([NH2:39])[CH:35]=3)[N:30]=2)[C:27]2[C:22](=[CH:23][CH:24]=[CH:25][CH:26]=2)[CH2:21][CH2:20]1. (6) Given the product [C:16]([C:3]1[C:4]([C:7]2[CH:8]=[CH:9][C:10]([N+:13]([O-:15])=[O:14])=[CH:11][CH:12]=2)=[N:5][S:6][C:2]=1[NH:1][C:31]([NH:30][CH2:29][CH2:28][CH2:27][C:26]([O:25][CH3:24])=[O:33])=[O:32])#[N:17], predict the reactants needed to synthesize it. The reactants are: [NH2:1][C:2]1[S:6][N:5]=[C:4]([C:7]2[CH:12]=[CH:11][C:10]([N+:13]([O-:15])=[O:14])=[CH:9][CH:8]=2)[C:3]=1[C:16]#[N:17].C(=O)([O-])[O-].[K+].[K+].[CH3:24][O:25][C:26](=[O:33])[CH2:27][CH2:28][CH2:29][N:30]=[C:31]=[O:32]. (7) Given the product [CH:7]1[CH:8]=[CH:9][C:10]2[N:11]([C:30]([NH2:31])=[O:29])[C:12]3[CH:13]=[CH:14][CH:15]=[CH:16][C:17]=3[C:3](=[O:2])[CH2:4][C:5]=2[CH:6]=1, predict the reactants needed to synthesize it. The reactants are: C[O:2][C:3]1[C:17]2[C:12](=[CH:13][CH:14]=[CH:15][CH:16]=2)[NH:11][C:10]2[C:5](=[CH:6][CH:7]=[CH:8][CH:9]=2)[CH:4]=1.ClC1C=C(Cl)C=CC=1C(O)=O.[O-:29][C:30]#[N:31].[Na+]. (8) Given the product [Cl:1][C:2]1[CH:7]=[C:6]([F:8])[CH:5]=[CH:4][C:3]=1[C@@H:9]1[N:10]=[C:11]([C:27]2[S:28][CH:29]=[CH:30][N:31]=2)[NH:12][C:13]([CH2:25][N:32]2[CH2:37][CH2:36][O:35][CH2:34][C@H:33]2[C:38]([OH:40])=[O:39])=[C:14]1[C:15]([O:17][C@H:18]([CH3:24])[C:19]([O:21][CH2:22][CH3:23])=[O:20])=[O:16], predict the reactants needed to synthesize it. The reactants are: [Cl:1][C:2]1[CH:7]=[C:6]([F:8])[CH:5]=[CH:4][C:3]=1[C@H:9]1[C:14]([C:15]([O:17][C@H:18]([CH3:24])[C:19]([O:21][CH2:22][CH3:23])=[O:20])=[O:16])=[C:13]([CH2:25]Br)[NH:12][C:11]([C:27]2[S:28][CH:29]=[CH:30][N:31]=2)=[N:10]1.[NH:32]1[CH2:37][CH2:36][O:35][CH2:34][C@H:33]1[C:38]([OH:40])=[O:39].C(=O)([O-])[O-].[K+].[K+]. (9) Given the product [Cl:20][C:21]1[CH:26]=[C:25]([Cl:27])[CH:24]=[CH:23][C:22]=1[NH:28][C:29]([O:1][CH2:2][CH2:3][C:4]1[CH:5]=[C:6]([CH:17]=[CH:18][CH:19]=1)[CH2:7][CH:8]([C:9]([O:11][CH3:12])=[O:10])[C:13]([O:15][CH3:16])=[O:14])=[O:30], predict the reactants needed to synthesize it. The reactants are: [OH:1][CH2:2][CH2:3][C:4]1[CH:5]=[C:6]([CH:17]=[CH:18][CH:19]=1)[CH2:7][CH:8]([C:13]([O:15][CH3:16])=[O:14])[C:9]([O:11][CH3:12])=[O:10].[Cl:20][C:21]1[CH:26]=[C:25]([Cl:27])[CH:24]=[CH:23][C:22]=1[N:28]=[C:29]=[O:30]. (10) Given the product [F:1][C:2]([F:8])([F:7])[CH2:3][C:4]([NH:20][NH:19][C:21]1[N:22]=[N:23][C:24]([C:27]2[CH:32]=[CH:31][C:30]([O:33][C:34]3[CH:39]=[CH:38][CH:37]=[CH:36][CH:35]=3)=[CH:29][CH:28]=2)=[CH:25][CH:26]=1)=[O:5], predict the reactants needed to synthesize it. The reactants are: [F:1][C:2]([F:8])([F:7])[CH2:3][C:4](O)=[O:5].C1C=CC2N(O)N=NC=2C=1.[NH:19]([C:21]1[N:22]=[N:23][C:24]([C:27]2[CH:32]=[CH:31][C:30]([O:33][C:34]3[CH:39]=[CH:38][CH:37]=[CH:36][CH:35]=3)=[CH:29][CH:28]=2)=[CH:25][CH:26]=1)[NH2:20].CCOP(O)N(C(C)C)C(C)C.